Dataset: TCR-epitope binding with 47,182 pairs between 192 epitopes and 23,139 TCRs. Task: Binary Classification. Given a T-cell receptor sequence (or CDR3 region) and an epitope sequence, predict whether binding occurs between them. (1) The epitope is LEPLVDLPI. The TCR CDR3 sequence is CASSLAGTPYEQYF. Result: 1 (the TCR binds to the epitope). (2) The epitope is TPRVTGGGAM. The TCR CDR3 sequence is CASSTRGSGTYEQYF. Result: 0 (the TCR does not bind to the epitope). (3) The epitope is FLYALALLL. The TCR CDR3 sequence is CASSLRVGTYQETQYF. Result: 0 (the TCR does not bind to the epitope). (4) The epitope is HTDFSSEIIGY. The TCR CDR3 sequence is CASSQDIEQYF. Result: 0 (the TCR does not bind to the epitope). (5) The epitope is TPRVTGGGAM. The TCR CDR3 sequence is CASSPRDFSGNTIYF. Result: 0 (the TCR does not bind to the epitope). (6) The epitope is FPRPWLHGL. The TCR CDR3 sequence is CARSSVLSGANVLTF. Result: 0 (the TCR does not bind to the epitope). (7) The epitope is ISDYDYYRY. The TCR CDR3 sequence is CASAFEADRALTGELFF. Result: 0 (the TCR does not bind to the epitope). (8) The epitope is KLPDDFTGCV. The TCR CDR3 sequence is CASSRGQGNGYTF. Result: 1 (the TCR binds to the epitope). (9) The epitope is YVFCTVNAL. The TCR CDR3 sequence is CASSLEPGSPLHF. Result: 1 (the TCR binds to the epitope). (10) The epitope is HTTDPSFLGRY. The TCR CDR3 sequence is CASSYTGDLEQFF. Result: 1 (the TCR binds to the epitope).